From a dataset of Forward reaction prediction with 1.9M reactions from USPTO patents (1976-2016). Predict the product of the given reaction. (1) Given the reactants Cl[C:2]1[CH:7]=[C:6]([Cl:8])[N:5]=[CH:4][N:3]=1.[NH2:9][C:10]1[CH:19]=[C:18]2[C:13]([CH:14]=[CH:15][CH:16]=[N:17]2)=[CH:12][CH:11]=1.C([O-])([O-])=O.[K+].[K+], predict the reaction product. The product is: [Cl:8][C:6]1[N:5]=[CH:4][N:3]=[C:2]([NH:9][C:10]2[CH:19]=[C:18]3[C:13]([CH:14]=[CH:15][CH:16]=[N:17]3)=[CH:12][CH:11]=2)[CH:7]=1. (2) Given the reactants [F:1][C:2]1[CH:3]=[C:4]([CH:23]=[CH:24][C:25]=1[NH:26][C:27]([NH:29][C:30]1[CH:35]=[C:34]([CH3:36])[CH:33]=[CH:32][C:31]=1[F:37])=[O:28])[O:5][C:6]1[CH:11]=[CH:10][N:9]=[C:8]([C:12]2[NH:16][CH:15]=[C:14]([C:17]([NH:19][CH2:20][CH:21]=O)=[O:18])[CH:13]=2)[CH:7]=1.[CH2:38]([O:40][C:41]([N:43]1[CH2:48][CH2:47][NH:46][CH2:45][CH2:44]1)=[O:42])[CH3:39].C(O)(=O)C.C([BH3-])#N.[Na+].C1COCC1, predict the reaction product. The product is: [F:1][C:2]1[CH:3]=[C:4]([CH:23]=[CH:24][C:25]=1[NH:26][C:27]([NH:29][C:30]1[CH:35]=[C:34]([CH3:36])[CH:33]=[CH:32][C:31]=1[F:37])=[O:28])[O:5][C:6]1[CH:11]=[CH:10][N:9]=[C:8]([C:12]2[NH:16][CH:15]=[C:14]([C:17]([NH:19][CH2:20][CH2:21][N:46]3[CH2:45][CH2:44][N:43]([C:41]([O:40][CH2:38][CH3:39])=[O:42])[CH2:48][CH2:47]3)=[O:18])[CH:13]=2)[CH:7]=1. (3) Given the reactants [Br:1][C:2]1[S:6][C:5]([CH2:7]Br)=[N:4][CH:3]=1.[SH:9][CH2:10][CH2:11][C:12]([O:14][CH3:15])=[O:13].CCN(C(C)C)C(C)C, predict the reaction product. The product is: [Br:1][C:2]1[S:6][C:5]([CH2:7][S:9][CH2:10][CH2:11][C:12]([O:14][CH3:15])=[O:13])=[N:4][CH:3]=1. (4) Given the reactants O1CCC[CH2:2]1.[Cl:6][C:7]1[CH:8]=[CH:9][C:10]2[N:16]3[C:17]([CH2:20][OH:21])=[CH:18][CH:19]=[C:15]3[C@@H:14]([CH2:22][CH2:23][C:24]([N:26]3[CH2:31][CH2:30][CH:29]([CH2:32][C:33]([O:35][CH2:36][CH3:37])=[O:34])[CH2:28][CH2:27]3)=[O:25])[O:13][C@H:12]([C:38]3[CH:43]=[CH:42][CH:41]=[C:40]([O:44][CH3:45])[C:39]=3[O:46][CH3:47])[C:11]=2[CH:48]=1.[H-].[Na+].C(O)(=O)CC(CC(O)=O)(C(O)=O)O, predict the reaction product. The product is: [Cl:6][C:7]1[CH:8]=[CH:9][C:10]2[N:16]3[C:17]([CH2:20][O:21][CH3:2])=[CH:18][CH:19]=[C:15]3[C@@H:14]([CH2:22][CH2:23][C:24]([N:26]3[CH2:31][CH2:30][CH:29]([CH2:32][C:33]([O:35][CH2:36][CH3:37])=[O:34])[CH2:28][CH2:27]3)=[O:25])[O:13][C@H:12]([C:38]3[CH:43]=[CH:42][CH:41]=[C:40]([O:44][CH3:45])[C:39]=3[O:46][CH3:47])[C:11]=2[CH:48]=1. (5) The product is: [O:1]1[CH:5]=[CH:4][CH:3]=[C:2]1[C:6]1[N:7]=[C:8]([NH2:16])[N:9]=[C:10]([NH:20][CH2:17][CH2:18][CH3:19])[C:11]=1[I:12]. Given the reactants [O:1]1[CH:5]=[CH:4][CH:3]=[C:2]1[C:6]1[C:11]([I:12])=[C:10](S(C)=O)[N:9]=[C:8]([NH2:16])[N:7]=1.[CH2:17]([NH2:20])[CH2:18][CH3:19], predict the reaction product. (6) Given the reactants C(O[C:4](=[O:24])[CH2:5][CH:6]([C:13]1[CH:21]=[CH:20][C:19]([O:22][CH3:23])=[C:18]2[C:14]=1[CH:15]=[CH:16][NH:17]2)[C:7]1[CH:12]=[CH:11][CH:10]=[CH:9][CH:8]=1)C.[NH:25]1C2C(=CC=CC=2C(C2C=CC=CC=2)=CC(NC)=O)C=[CH:26]1, predict the reaction product. The product is: [CH3:23][O:22][C:19]1[CH:20]=[CH:21][C:13]([CH:6]([C:7]2[CH:8]=[CH:9][CH:10]=[CH:11][CH:12]=2)[CH2:5][C:4]([NH:25][CH3:26])=[O:24])=[C:14]2[C:18]=1[NH:17][CH:16]=[CH:15]2. (7) Given the reactants [Cl:1][C:2]1[CH:8]=[C:7]([O:9][C:10]2[C:11]3[N:18]([CH3:19])[CH:17]=[CH:16][C:12]=3[N:13]=[CH:14][N:15]=2)[CH:6]=[CH:5][C:3]=1[NH2:4].C(N(CC)CC)C.[CH2:27]([N:35]=[C:36]=[O:37])[CH2:28][C:29]1[CH:34]=[CH:33][CH:32]=[CH:31][CH:30]=1, predict the reaction product. The product is: [Cl:1][C:2]1[CH:8]=[C:7]([O:9][C:10]2[C:11]3[N:18]([CH3:19])[CH:17]=[CH:16][C:12]=3[N:13]=[CH:14][N:15]=2)[CH:6]=[CH:5][C:3]=1[NH:4][C:36]([NH:35][CH2:27][CH2:28][C:29]1[CH:34]=[CH:33][CH:32]=[CH:31][CH:30]=1)=[O:37]. (8) The product is: [S:1]1[C:2]2[CH2:6][CH2:7][O:8][CH2:10][C:3]=2[CH:4]=[CH:5]1. Given the reactants [S:1]1[CH:5]=[CH:4][CH:3]=[C:2]1[CH2:6][CH2:7][OH:8].O1COCO[CH2:10]1, predict the reaction product. (9) Given the reactants C1(C2C=C(C=CC=2)CN)CC1.BrC1C=C([CH2:19][NH2:20])C=NC=1.C1(C2C=C(CN)C=NC=2)CC1.[CH:32]1([C:35]2[CH:40]=[C:39]([CH2:41]N)[CH:38]=[CH:37][N:36]=2)[CH2:34]C1.C(C1C=C2C(=CC=1)[O:52][C:51](C)(C)[CH2:50]C2N)(C)C.C(C1C=C(C=CC=1)CN)(C)(C)C.CC(C)(C)CC1C=C(C=CC=1)CN, predict the reaction product. The product is: [C:19]([C@H:37]([NH:36][C:51](=[O:52])[CH3:50])[CH2:38][CH:39]([CH3:41])[CH2:40][CH2:35][CH:32]=[CH2:34])#[N:20].